Dataset: NCI-60 drug combinations with 297,098 pairs across 59 cell lines. Task: Regression. Given two drug SMILES strings and cell line genomic features, predict the synergy score measuring deviation from expected non-interaction effect. (1) Synergy scores: CSS=13.1, Synergy_ZIP=-6.10, Synergy_Bliss=2.18, Synergy_Loewe=-13.1, Synergy_HSA=-0.884. Cell line: HT29. Drug 2: C1=NNC2=C1C(=O)NC=N2. Drug 1: C1=CC(=CC=C1CCCC(=O)O)N(CCCl)CCCl. (2) Drug 1: C1CCN(CC1)CCOC2=CC=C(C=C2)C(=O)C3=C(SC4=C3C=CC(=C4)O)C5=CC=C(C=C5)O. Drug 2: CC1C(C(CC(O1)OC2CC(CC3=C2C(=C4C(=C3O)C(=O)C5=CC=CC=C5C4=O)O)(C(=O)C)O)N)O. Synergy scores: CSS=27.4, Synergy_ZIP=-1.25, Synergy_Bliss=-4.80, Synergy_Loewe=-9.57, Synergy_HSA=-4.60. Cell line: CCRF-CEM. (3) Drug 1: CCCS(=O)(=O)NC1=C(C(=C(C=C1)F)C(=O)C2=CNC3=C2C=C(C=N3)C4=CC=C(C=C4)Cl)F. Drug 2: C1=C(C(=O)NC(=O)N1)N(CCCl)CCCl. Cell line: KM12. Synergy scores: CSS=16.0, Synergy_ZIP=-2.68, Synergy_Bliss=1.12, Synergy_Loewe=-2.40, Synergy_HSA=-1.92.